From a dataset of Full USPTO retrosynthesis dataset with 1.9M reactions from patents (1976-2016). Predict the reactants needed to synthesize the given product. (1) Given the product [S:45]1[CH:44]=[CH:43][C:42]2[C:37]([O:34][CH:29]([CH2:30][CH:31]([CH3:32])[CH3:33])[CH2:28][CH2:27][N:26]([CH2:19][C:20]3[CH:25]=[CH:24][CH:23]=[CH:22][CH:21]=3)[CH3:35])=[CH:38][CH:39]=[CH:40][C:41]1=2, predict the reactants needed to synthesize it. The reactants are: N(C(N1CCCCC1)=O)=NC(N1CCCCC1)=O.[CH2:19]([N:26]([CH3:35])[CH2:27][CH2:28][CH:29]([OH:34])[CH2:30][CH:31]([CH3:33])[CH3:32])[C:20]1[CH:25]=[CH:24][CH:23]=[CH:22][CH:21]=1.O[C:37]1[C:42]2[CH:43]=[CH:44][S:45][C:41]=2[CH:40]=[CH:39][CH:38]=1.C(P(CCCC)CCCC)CCC. (2) Given the product [Br:17][C:18]1[CH:19]=[C:20]([C:6]2[CH:5]=[CH:4][N:3]=[C:2]([CH3:1])[CH:7]=2)[CH:21]=[CH:22][CH:23]=1, predict the reactants needed to synthesize it. The reactants are: [CH3:1][C:2]1[CH:7]=[C:6](B2OC(C)(C)C(C)(C)O2)[CH:5]=[CH:4][N:3]=1.[Br:17][C:18]1[CH:23]=[CH:22][C:21](I)=[CH:20][CH:19]=1.P([O-])([O-])([O-])=O.[K+].[K+].[K+].C(N(CC(O)=O)CC(O)=O)CN(CC(O)=O)CC(O)=O. (3) Given the product [CH2:1]([O:3][C:4](=[O:18])[C:5]([O:8][C:9]1[CH:14]=[CH:13][C:12]([O:15][CH:20]([C:22]2[C:23]([CH3:38])=[N:24][C:25]([C:28]3[CH:33]=[CH:32][C:31]([C:34]([F:37])([F:35])[F:36])=[CH:30][CH:29]=3)=[CH:26][CH:27]=2)[CH3:21])=[CH:11][C:10]=1[O:16][CH3:17])([CH3:6])[CH3:7])[CH3:2], predict the reactants needed to synthesize it. The reactants are: [CH2:1]([O:3][C:4](=[O:18])[C:5]([O:8][C:9]1[CH:14]=[CH:13][C:12]([OH:15])=[CH:11][C:10]=1[O:16][CH3:17])([CH3:7])[CH3:6])[CH3:2].Cl[CH:20]([C:22]1[C:23]([CH3:38])=[N:24][C:25]([C:28]2[CH:33]=[CH:32][C:31]([C:34]([F:37])([F:36])[F:35])=[CH:30][CH:29]=2)=[CH:26][CH:27]=1)[CH3:21]. (4) Given the product [CH:1]1([NH:6][S:23]([C:15]2[C:16]3[CH:17]=[CH:18][CH:19]=[N:20][C:21]=3[CH:22]=[C:13]([C:12]3[C:8]([CH3:7])=[N:9][O:10][C:11]=3[CH3:27])[CH:14]=2)(=[O:24])=[O:25])[CH2:5][CH2:4][CH2:3][CH2:2]1, predict the reactants needed to synthesize it. The reactants are: [CH:1]1([NH2:6])[CH2:5][CH2:4][CH2:3][CH2:2]1.[CH3:7][C:8]1[C:12]([C:13]2[CH:14]=[C:15]([S:23](Cl)(=[O:25])=[O:24])[C:16]3[CH:17]=[CH:18][CH:19]=[N:20][C:21]=3[CH:22]=2)=[C:11]([CH3:27])[O:10][N:9]=1. (5) The reactants are: [Cl:1][C:2]1[CH:15]=[CH:14][C:13]2[S:12][C:11]3[C:6](=[CH:7][CH:8]=[CH:9][CH:10]=3)[NH:5][C:4]=2[CH:3]=1.[H-].[Na+].Br[CH2:19][CH2:20][CH2:21][CH2:22][N:23]1[C:27](=[O:28])[C:26]2=[CH:29][CH:30]=[CH:31][CH:32]=[C:25]2[C:24]1=[O:33].[NH4+].[Cl-]. Given the product [Cl:1][C:2]1[CH:15]=[CH:14][C:13]2[S:12][C:11]3[C:6](=[CH:7][CH:8]=[CH:9][CH:10]=3)[N:5]([CH2:19][CH2:20][CH2:21][CH2:22][N:23]3[C:27](=[O:28])[C:26]4[C:25](=[CH:32][CH:31]=[CH:30][CH:29]=4)[C:24]3=[O:33])[C:4]=2[CH:3]=1, predict the reactants needed to synthesize it.